Task: Predict the reactants needed to synthesize the given product.. Dataset: Full USPTO retrosynthesis dataset with 1.9M reactions from patents (1976-2016) Given the product [CH2:6]([C:8]1([CH2:20][C:21]([O:23][CH2:24][CH3:25])=[O:22])[CH2:17][CH2:16][C:15]2[C:10](=[CH:11][CH:12]=[C:13]([OH:18])[CH:14]=2)[C:9]1=[O:19])[CH3:7], predict the reactants needed to synthesize it. The reactants are: CS(O)(=O)=O.[CH2:6]([C:8]1([CH2:20][C:21]([OH:23])=[O:22])[CH2:17][CH2:16][C:15]2[C:10](=[CH:11][CH:12]=[C:13]([OH:18])[CH:14]=2)[C:9]1=[O:19])[CH3:7].[CH2:24](O)[CH3:25].